Task: Predict which catalyst facilitates the given reaction.. Dataset: Catalyst prediction with 721,799 reactions and 888 catalyst types from USPTO Reactant: CCCCCC.C([Li])CCC.Br[C:13]1[CH:18]=[CH:17][CH:16]=[CH:15][N:14]=1.[F:19][C:20]1[CH:27]=[CH:26][C:25]([F:28])=[CH:24][C:21]=1[CH:22]=[O:23]. Product: [F:19][C:20]1[CH:27]=[CH:26][C:25]([F:28])=[CH:24][C:21]=1[CH:22]([OH:23])[C:13]1[CH:18]=[CH:17][CH:16]=[CH:15][N:14]=1. The catalyst class is: 132.